From a dataset of NCI-60 drug combinations with 297,098 pairs across 59 cell lines. Regression. Given two drug SMILES strings and cell line genomic features, predict the synergy score measuring deviation from expected non-interaction effect. Drug 1: C1CN1C2=NC(=NC(=N2)N3CC3)N4CC4. Drug 2: CC1=C(C(=O)C2=C(C1=O)N3CC4C(C3(C2COC(=O)N)OC)N4)N. Cell line: MALME-3M. Synergy scores: CSS=24.8, Synergy_ZIP=-8.90, Synergy_Bliss=-3.32, Synergy_Loewe=0.330, Synergy_HSA=1.81.